Dataset: Reaction yield outcomes from USPTO patents with 853,638 reactions. Task: Predict the reaction yield, written as a fraction of the theoretical maximum amount of product (1.0 means a 100% yield; for example, 0.34 means a 34% yield). The reactants are [CH2:1]([N:5]1[C:10]([N:11]([C:15]2[CH:20]=[C:19]([CH3:21])[CH:18]=[C:17]([CH3:22])[CH:16]=2)C(=O)C)=[C:9]([CH:23]([CH3:25])[CH3:24])[C:8](=[O:26])[NH:7][C:6]1=[O:27])[CH:2]=[CH:3][CH3:4].C[O-].[Na+].[NH4+].[Cl-]. The catalyst is CO. The product is [CH2:1]([N:5]1[C:10]([NH:11][C:15]2[CH:16]=[C:17]([CH3:22])[CH:18]=[C:19]([CH3:21])[CH:20]=2)=[C:9]([CH:23]([CH3:24])[CH3:25])[C:8](=[O:26])[NH:7][C:6]1=[O:27])[CH:2]=[CH:3][CH3:4]. The yield is 0.700.